Predict the reactants needed to synthesize the given product. From a dataset of Full USPTO retrosynthesis dataset with 1.9M reactions from patents (1976-2016). (1) Given the product [CH2:18]([O:17][C:15](=[O:16])[NH:25][C@@H:26]([CH2:29][OH:30])[C:27]([NH:9][C:6]1[CH:7]=[CH:8][C:3]([O:2][CH3:1])=[CH:4][CH:5]=1)=[O:28])[C:19]1[CH:20]=[CH:21][CH:22]=[CH:23][CH:24]=1, predict the reactants needed to synthesize it. The reactants are: [CH3:1][O:2][C:3]1[CH:8]=[CH:7][C:6]([NH2:9])=[CH:5][CH:4]=1.C1COCC1.[C:15]([NH:25][C@H:26]([C:29](O)=[O:30])[CH2:27][OH:28])([O:17][CH2:18][C:19]1[CH:24]=[CH:23][CH:22]=[CH:21][CH:20]=1)=[O:16].CCN=C=NCCCN(C)C. (2) Given the product [CH2:1]([O:3][C:4]1[CH:9]=[N:8][C:7]([C:10]2[CH:11]=[C:12]([CH:26]=[CH:27][CH:28]=2)[CH2:13][C:14]2[C:19](=[O:20])[CH:18]=[CH:17][N:16]([C:21]3[CH:22]=[N:23][N:24]([CH:30]4[CH2:33][O:32][CH2:31]4)[CH:25]=3)[N:15]=2)=[N:6][CH:5]=1)[CH3:2], predict the reactants needed to synthesize it. The reactants are: [CH2:1]([O:3][C:4]1[CH:5]=[N:6][C:7]([C:10]2[CH:11]=[C:12]([CH:26]=[CH:27][CH:28]=2)[CH2:13][C:14]2[C:19](=[O:20])[CH:18]=[CH:17][N:16]([C:21]3[CH:22]=[N:23][NH:24][CH:25]=3)[N:15]=2)=[N:8][CH:9]=1)[CH3:2].I[CH:30]1[CH2:33][O:32][CH2:31]1.C([O-])([O-])=O.[Cs+].[Cs+]. (3) The reactants are: [NH2:1][C:2]1[N:7]=[C:6]([S:8][CH2:9][C:10]([NH2:12])=[O:11])[C:5]([C:13]#[N:14])=[C:4]([C:15]2[O:16][CH:17]=[CH:18][CH:19]=2)[C:3]=1[C:20]#[N:21].[N:22]1([CH2:27][CH2:28][CH2:29]N)[CH2:26][CH2:25][CH2:24][CH2:23]1. Given the product [NH2:14][C:13]1[C:5]2[C:6](=[N:7][C:2]([NH:1][CH2:29][CH2:28][CH2:27][N:22]3[CH2:26][CH2:25][CH2:24][CH2:23]3)=[C:3]([C:20]#[N:21])[C:4]=2[C:15]2[O:16][CH:17]=[CH:18][CH:19]=2)[S:8][C:9]=1[C:10]([NH2:12])=[O:11], predict the reactants needed to synthesize it. (4) Given the product [C:13]1([C:3]2[C:4]3[C:9](=[CH:8][C:7]([C:10]([OH:12])=[O:11])=[CH:6][CH:5]=3)[NH:1][CH:2]=2)[CH2:18][CH2:17][CH2:16][CH2:15][CH:14]=1, predict the reactants needed to synthesize it. The reactants are: [NH:1]1[C:9]2[C:4](=[CH:5][CH:6]=[C:7]([C:10]([OH:12])=[O:11])[CH:8]=2)[CH:3]=[CH:2]1.[C:13]1(=O)[CH2:18][CH2:17][CH2:16][CH2:15][CH2:14]1.CO.